This data is from Full USPTO retrosynthesis dataset with 1.9M reactions from patents (1976-2016). The task is: Predict the reactants needed to synthesize the given product. (1) Given the product [ClH:5].[NH2:21][C:13]1[C:12]2[N:22]=[C:9]([CH2:8][O:7][NH:6][S:2]([CH3:1])(=[O:4])=[O:3])[N:10]([CH2:23][CH:24]([CH3:25])[CH3:26])[C:11]=2[C:20]2[CH2:19][CH2:18][CH2:17][CH2:16][C:15]=2[N:14]=1, predict the reactants needed to synthesize it. The reactants are: [CH3:1][S:2]([Cl:5])(=[O:4])=[O:3].[NH2:6][O:7][CH2:8][C:9]1[N:10]([CH2:23][CH:24]([CH3:26])[CH3:25])[C:11]2[C:20]3[CH2:19][CH2:18][CH2:17][CH2:16][C:15]=3[N:14]=[C:13]([NH2:21])[C:12]=2[N:22]=1.C(N(CC)CC)C. (2) Given the product [CH3:19][N:2]([CH3:1])[S:3]([CH2:6][C@H:7]([CH3:18])[C:8]([OH:10])=[O:9])(=[O:4])=[O:5], predict the reactants needed to synthesize it. The reactants are: [CH3:1][N:2]([CH3:19])[S:3]([CH2:6][C@H:7]([CH3:18])[C:8]([O:10]CC1C=CC=CC=1)=[O:9])(=[O:5])=[O:4]. (3) The reactants are: [C:1]1([CH:11]2[S:15][CH:14]([CH2:16]O)[CH2:13][S:12]2)[C:10]2[C:5](=[CH:6][CH:7]=[CH:8][CH:9]=2)[CH:4]=[CH:3][CH:2]=1.OCC1CSC[S:21]1. Given the product [C:1]1([CH:11]2[S:15][CH:14]([CH2:16][SH:21])[CH2:13][S:12]2)[C:10]2[C:5](=[CH:6][CH:7]=[CH:8][CH:9]=2)[CH:4]=[CH:3][CH:2]=1, predict the reactants needed to synthesize it. (4) Given the product [Br:10][C:11]1[CH:18]=[CH:6][C:5]([C:3]#[N:4])=[C:13]([CH2:14][C:15]#[N:16])[CH:12]=1, predict the reactants needed to synthesize it. The reactants are: [H-].[Na+].[C:3]([CH2:5][C:6](OC)=O)#[N:4].[Br:10][C:11]1[CH:18]=C[C:14]([C:15]#[N:16])=[C:13](F)[CH:12]=1.Cl. (5) Given the product [C:16]([NH:20][S:2]([C:13]1[CH:14]=[CH:15][C:10]([CH2:6][CH:7]([CH3:9])[CH3:8])=[CH:11][CH:12]=1)(=[O:5])=[O:3])([CH3:19])([CH3:18])[CH3:17], predict the reactants needed to synthesize it. The reactants are: Cl[S:2]([OH:5])(=O)=[O:3].[CH2:6]([C:10]1[CH:15]=[CH:14][CH:13]=[CH:12][CH:11]=1)[CH:7]([CH3:9])[CH3:8].[C:16]([NH2:20])([CH3:19])([CH3:18])[CH3:17]. (6) The reactants are: [OH:1][CH:2]1[N:6]([C:7]2[CH:12]=[C:11]([C:13]([F:16])([F:15])[F:14])[C:10](I)=[CH:9][N:8]=2)[C:5](=[O:18])[N:4]([CH3:19])[CH:3]1C.[S:21]1[CH:25]=[CH:24][C:23](B(O)O)=[CH:22]1.[O-]P([O-])([O-])=O.[K+].[K+].[K+].C1(P(C2CCCCC2)C2C=CC=CC=2C2C(OC)=CC=CC=2OC)CCCCC1. Given the product [OH:1][CH:2]1[CH2:3][N:4]([CH3:19])[C:5](=[O:18])[N:6]1[C:7]1[CH:12]=[C:11]([C:13]([F:16])([F:15])[F:14])[C:10]([C:23]2[CH:24]=[CH:25][S:21][CH:22]=2)=[CH:9][N:8]=1, predict the reactants needed to synthesize it. (7) Given the product [F:13][C:14]([F:23])([F:24])[O:15][C:16]1[CH:17]=[CH:18][C:19]([NH:20][CH:2]2[CH2:7][CH2:6][N:5]([C@H:8]([CH3:12])[CH2:9][C:10]#[N:11])[CH2:4][CH2:3]2)=[CH:21][CH:22]=1, predict the reactants needed to synthesize it. The reactants are: O=[C:2]1[CH2:7][CH2:6][N:5]([C@H:8]([CH3:12])[CH2:9][C:10]#[N:11])[CH2:4][CH2:3]1.[F:13][C:14]([F:24])([F:23])[O:15][C:16]1[CH:22]=[CH:21][C:19]([NH2:20])=[CH:18][CH:17]=1. (8) The reactants are: C[O:2][C:3](=O)[CH2:4][C:5]([C:8]1[CH:17]=[CH:16][C:11]([C:12]([O:14][CH3:15])=[O:13])=[CH:10][N:9]=1)([CH3:7])[CH3:6].[BH3-]C#N.[Na+]. Given the product [CH3:6][C:5]1([CH3:7])[CH:8]2[N:9]([CH2:10][CH:11]([C:12]([O:14][CH3:15])=[O:13])[CH2:16][CH2:17]2)[C:3](=[O:2])[CH2:4]1, predict the reactants needed to synthesize it. (9) The reactants are: [C:1]([C:3]1[CH:8]=[C:7]([CH3:9])[CH:6]=[CH:5][C:4]=1[C:10]1[CH:15]=[C:14]([C:16]([N:18]2[CH2:22][CH2:21][CH2:20][CH2:19]2)=[O:17])[CH:13]=[C:12]([C:23](O)=[O:24])[CH:11]=1)#[N:2].Cl.CN(C)CCCN=C=NCC.ON1C2C=CC=CC=2N=N1.C(N(CC)C(C)C)(C)C.[F:57][C:58]([F:68])([F:67])[C:59]1[N:64]=[CH:63][C:62]([CH2:65][NH2:66])=[CH:61][CH:60]=1. Given the product [C:1]([C:3]1[CH:8]=[C:7]([CH3:9])[CH:6]=[CH:5][C:4]=1[C:10]1[CH:15]=[C:14]([C:16]([N:18]2[CH2:19][CH2:20][CH2:21][CH2:22]2)=[O:17])[CH:13]=[C:12]([C:23]([NH:66][CH2:65][C:62]2[CH:63]=[N:64][C:59]([C:58]([F:68])([F:57])[F:67])=[CH:60][CH:61]=2)=[O:24])[CH:11]=1)#[N:2], predict the reactants needed to synthesize it. (10) Given the product [NH2:24][C:25](=[N:31][NH:32][C:15](=[O:17])[C:14]1[C:18]([NH:20][CH:21]([CH3:23])[CH3:22])=[CH:19][C:11]([NH:10][C:7]2[CH:8]=[CH:9][C:4]3[N:3]=[CH:2][S:1][C:5]=3[CH:6]=2)=[N:12][CH:13]=1)[C:26]([O:28][CH2:29][CH3:30])=[O:27], predict the reactants needed to synthesize it. The reactants are: [S:1]1[C:5]2[CH:6]=[C:7]([NH:10][C:11]3[CH:19]=[C:18]([NH:20][CH:21]([CH3:23])[CH3:22])[C:14]([C:15]([OH:17])=O)=[CH:13][N:12]=3)[CH:8]=[CH:9][C:4]=2[N:3]=[CH:2]1.[NH2:24][C:25](=[N:31][NH2:32])[C:26]([O:28][CH2:29][CH3:30])=[O:27].CN(C(ON1N=NC2C=CC=NC1=2)=[N+](C)C)C.F[P-](F)(F)(F)(F)F.CCN(C(C)C)C(C)C.